From a dataset of Reaction yield outcomes from USPTO patents with 853,638 reactions. Predict the reaction yield, written as a fraction of the theoretical maximum amount of product (1.0 means a 100% yield; for example, 0.34 means a 34% yield). (1) The reactants are [Li+].[Cl:2][C:3]1[CH:8]=[CH:7][N:6]=[C:5]2[CH:9]=[C:10]([C:12]([O-])=[O:13])[S:11][C:4]=12.S(Cl)(Cl)=O.[BH4-].[Na+]. The catalyst is CN(C=O)C.C(Cl)(Cl)Cl. The product is [OH:13][CH2:12][C:10]1[S:11][C:4]2[C:5](=[N:6][CH:7]=[CH:8][C:3]=2[Cl:2])[CH:9]=1. The yield is 0.400. (2) The reactants are [NH:1]1[C:5]2=[N:6][CH:7]=[CH:8][CH:9]=[C:4]2[C:3]([CH:10]=[C:11]([C:15]2[CH:20]=[CH:19][CH:18]=[CH:17][CH:16]=2)[C:12]([OH:14])=O)=[CH:2]1.[N:21]1(OC(N(C)C)=[N+](C)C)[C:25]2C=C[CH:28]=[CH:29][C:24]=2N=N1.ON1C2C=CC=CC=2N=N1.C(N(CC)C(C)C)(C)C.C(N)CCC. No catalyst specified. The product is [CH2:25]([NH:21][C:12](=[O:14])[C:11]([C:15]1[CH:20]=[CH:19][CH:18]=[CH:17][CH:16]=1)=[CH:10][C:3]1[C:4]2[C:5](=[N:6][CH:7]=[CH:8][CH:9]=2)[NH:1][CH:2]=1)[CH2:24][CH2:29][CH3:28]. The yield is 0.410. (3) The reactants are [Br:1][C:2]1[CH:7]=[CH:6][C:5]([S:8](Cl)(=[O:10])=[O:9])=[CH:4][CH:3]=1.[NH2:12][C:13]1[N:18]=[CH:17][CH:16]=[CH:15][N:14]=1. The catalyst is N1C=CC=CC=1. The product is [Br:1][C:2]1[CH:7]=[CH:6][C:5]([S:8]([NH:12][C:13]2[N:18]=[CH:17][CH:16]=[CH:15][N:14]=2)(=[O:10])=[O:9])=[CH:4][CH:3]=1. The yield is 0.800. (4) The reactants are C(OC(=O)[NH:7][C:8]1[C:12]([C:13]2[N:14]([CH2:38][CH3:39])[C:15]3[C:20]([S:21]([N:24]4[CH2:28][CH2:27][C@@H:26]([NH:29]C(OC(C)(C)C)=O)[CH2:25]4)(=[O:23])=[O:22])=[CH:19][N:18]=[CH:17][C:16]=3[N:37]=2)=[N:11][O:10][N:9]=1)(C)(C)C.CO.Cl. The product is [NH2:29][C@@H:26]1[CH2:27][CH2:28][N:24]([S:21]([C:20]2[C:15]3[N:14]([CH2:38][CH3:39])[C:13]([C:12]4[C:8]([NH2:7])=[N:9][O:10][N:11]=4)=[N:37][C:16]=3[CH:17]=[N:18][CH:19]=2)(=[O:22])=[O:23])[CH2:25]1. The yield is 0.320. The catalyst is CCOCC.